Token-level Classification. Given an antibody amino acid sequence, predict which amino acid positions are active in antigen binding. Output is a list of indices for active paratope positions. From a dataset of Antibody paratope prediction from SAbDab with 1,023 antibody chains. (1) Given the antibody sequence: EVKLVESGGGLVKPGGSLKLSCAASGFIFSNYAMSWVRQTPEKRLEWVATISGGGRNIYSLDSVKGRFTFFRDNARNTLYLQMSSLRSEDTAMYFCSRENYGSSFTYWGQGTLVTVSS, which amino acid positions are active in antigen binding (paratope)? The paratope positions are: [52, 83, 84, 85, 104]. (2) Given the antibody sequence: QVQLVQSGAEVKKPGASVKVSCKASGYSFSSFGISWVRQAPGQGLEWLGWISAFNGYTKYAQKFQDRVTMTTDTSTSTAYMELRSLRSDDTAVYYCARDPAAWPLQQSLAWFDPWGQGTMVTVSS, which amino acid positions are active in antigen binding (paratope)? The paratope positions are: [52, 83, 84, 85, 104, 105, 106, 107, 108, 109, 110, 111]. (3) Given the antibody sequence: EVQLQQSGPELVKPGTSVKMSCKASGYTFTDYYMKWVKHSHGKSLEWIGDINPSNGGTLYNQKFKGKATLTVDKSSSTASMQLSRLTSEDSAVYYCSRGDGIHGGFAYWGQGTTVTVSS, which amino acid positions are active in antigen binding (paratope)? The paratope positions are: [52, 83, 84, 85, 104, 105]. (4) Given the antibody sequence: DIQMTQSPSPLSASVGDTVTITCRASQKISDYLNWYQQKPGRAPKILIYAASKLGSGVPSRFSGSGYGRDFTLTITGLQPEDFATYYCQEAYSSTPTLTFGQGTRLDLK, which amino acid positions are active in antigen binding (paratope)? The paratope positions are: [95, 96]. (5) Given the antibody sequence: EVQLVESGGGLVQPGGSLRLSCAASGYDFTHYGMNWVRQAPGKGLEWVGWINTYTGEPTYAADFKRRFTFSLDTSKSTAYLQMNSLRAEDTAVYYCAKYPYYYGTSHWYFDVWGQGTLVTVSS, which amino acid positions are active in antigen binding (paratope)? The paratope positions are: [52, 83, 84, 85, 104, 105, 106, 107, 108, 109].